Dataset: Full USPTO retrosynthesis dataset with 1.9M reactions from patents (1976-2016). Task: Predict the reactants needed to synthesize the given product. (1) Given the product [NH2:1][C@@H:4]([C@H:40]([C:48]1[CH:56]=[CH:55][C:51]2[O:52][CH2:53][O:54][C:50]=2[CH:49]=1)[C:41]1[CH:42]=[CH:43][C:44]([Cl:47])=[CH:45][CH:46]=1)[C:5]([NH:7][C:8]1[CH:9]=[N:10][CH:11]=[C:12]([F:39])[C:13]=1[CH2:14][CH2:15][C@H:16]1[O:21][CH2:20][C@@H:19]([CH2:22][O:23][C:24](=[O:31])[NH:25][CH2:26][C:27]([F:28])([F:30])[F:29])[N:18]([C:32]([O:34][C:35]([CH3:36])([CH3:37])[CH3:38])=[O:33])[CH2:17]1)=[O:6], predict the reactants needed to synthesize it. The reactants are: [N:1]([C@@H:4]([C@H:40]([C:48]1[CH:56]=[CH:55][C:51]2[O:52][CH2:53][O:54][C:50]=2[CH:49]=1)[C:41]1[CH:46]=[CH:45][C:44]([Cl:47])=[CH:43][CH:42]=1)[C:5]([NH:7][C:8]1[CH:9]=[N:10][CH:11]=[C:12]([F:39])[C:13]=1[CH2:14][CH2:15][C@H:16]1[O:21][CH2:20][C@@H:19]([CH2:22][O:23][C:24](=[O:31])[NH:25][CH2:26][C:27]([F:30])([F:29])[F:28])[N:18]([C:32]([O:34][C:35]([CH3:38])([CH3:37])[CH3:36])=[O:33])[CH2:17]1)=[O:6])=[N+]=[N-].CP(C)C. (2) Given the product [C:42]([O:41][C:40](=[O:46])[NH:39][CH2:15][C:13]1[S:14][C:10]([C:7]2[CH:6]=[CH:5][C:4]([N+:1]([O-:3])=[O:2])=[CH:9][CH:8]=2)=[CH:11][N:12]=1)([CH3:45])([CH3:44])[CH3:43], predict the reactants needed to synthesize it. The reactants are: [N+:1]([C:4]1[CH:9]=[CH:8][C:7]([C:10]2[S:14][C:13]([CH2:15]CNC(=O)OC(C)(C)C)=[N:12][CH:11]=2)=[CH:6][CH:5]=1)([O-:3])=[O:2].[N+](C1C=CC(C(=O)CNC(=O)C[NH:39][C:40](=[O:46])[O:41][C:42]([CH3:45])([CH3:44])[CH3:43])=CC=1)([O-])=O.COC1C=CC(P2(SP(C3C=CC(OC)=CC=3)(=S)S2)=S)=CC=1. (3) The reactants are: [Br:1][C:2]1[CH:3]=[CH:4][CH:5]=[C:6]2[C:10]=1[NH:9][CH:8]=[CH:7]2.Cl[CH2:12][CH2:13][CH2:14][C:15]#[N:16].C([Mg]Br)C.[Cl-].[NH4+]. Given the product [Br:1][C:2]1[CH:3]=[CH:4][CH:5]=[C:6]2[C:10]=1[NH:9][CH:8]=[C:7]2[CH2:12][CH2:13][CH2:14][C:15]#[N:16], predict the reactants needed to synthesize it. (4) Given the product [CH3:23][O:22][C:13](=[O:21])[CH2:14][CH2:15][CH2:16][CH2:17][C:18](=[O:19])[C:6]1[CH:7]=[CH:8][C:3]([O:2][CH3:1])=[C:4]([O:11][CH3:12])[C:5]=1[O:9][CH3:10], predict the reactants needed to synthesize it. The reactants are: [CH3:1][O:2][C:3]1[CH:8]=[CH:7][CH:6]=[C:5]([O:9][CH3:10])[C:4]=1[O:11][CH3:12].[C:13]([O:22][CH3:23])(=[O:21])[CH2:14][CH2:15][CH2:16][CH2:17][C:18]([O-])=[O:19]. (5) Given the product [CH3:39][O:40][C:41]1[CH:42]=[C:43]([CH:44]=[CH:9][CH2:8][CH2:7][CH2:6][CH2:5][C:2]([OH:4])=[O:3])[CH:46]=[CH:47][CH:48]=1, predict the reactants needed to synthesize it. The reactants are: [Br-].[C:2]([CH2:5][CH2:6][CH2:7][CH2:8][CH2:9][P+](C1C=CC=CC=1)(C1C=CC=CC=1)C1C=CC=CC=1)([OH:4])=[O:3].[Li+].C[Si]([N-][Si](C)(C)C)(C)C.[CH3:39][O:40][C:41]1[CH:42]=[C:43]([CH:46]=[CH:47][CH:48]=1)[CH:44]=O.Cl. (6) Given the product [C:50]([O:54][C:55]([N:57]1[CH2:62][CH2:61][CH:60]([O:39][C:40]2[CH:41]=[CH:42][C:43]([CH2:46][C:47](=[O:49])[CH3:48])=[CH:44][CH:45]=2)[CH2:59][CH2:58]1)=[O:56])([CH3:53])([CH3:51])[CH3:52], predict the reactants needed to synthesize it. The reactants are: C1(P(C2C=CC=CC=2)C2C=CC=CC=2)C=CC=CC=1.CCOC(/N=N/C(OCC)=O)=O.C1(C)C=CC=CC=1.[OH:39][C:40]1[CH:45]=[CH:44][C:43]([CH2:46][C:47](=[O:49])[CH3:48])=[CH:42][CH:41]=1.[C:50]([O:54][C:55]([N:57]1[CH2:62][CH2:61][CH:60](O)[CH2:59][CH2:58]1)=[O:56])([CH3:53])([CH3:52])[CH3:51]. (7) Given the product [F:1][C:2]1[CH:3]=[CH:4][C:5]([S:8]([N:11]([CH2:12][CH2:13][O:14][CH3:15])[CH2:16][C:17]([NH:34][CH2:35][C:36]2[CH:41]=[C:40]([C:42]3[CH:43]=[CH:44][C:45]([C:48]([F:51])([F:50])[F:49])=[CH:46][CH:47]=3)[N:39]=[CH:38][N:37]=2)=[O:19])(=[O:9])=[O:10])=[CH:6][CH:7]=1, predict the reactants needed to synthesize it. The reactants are: [F:1][C:2]1[CH:7]=[CH:6][C:5]([S:8]([N:11]([CH2:16][C:17]([OH:19])=O)[CH2:12][CH2:13][O:14][CH3:15])(=[O:10])=[O:9])=[CH:4][CH:3]=1.FC1C=CC(S(N(C)CC([NH:34][CH2:35][C:36]2[CH:41]=[C:40]([C:42]3[CH:47]=[CH:46][C:45]([C:48]([F:51])([F:50])[F:49])=[CH:44][CH:43]=3)[N:39]=[CH:38][N:37]=2)=O)(=O)=O)=CC=1.O.ON1C2C=CC=CC=2N=N1.C(N(CC)C(C)C)(C)C.CN(C(ON1N=NC2C=CC=CC1=2)=[N+](C)C)C.F[P-](F)(F)(F)(F)F.